From a dataset of Full USPTO retrosynthesis dataset with 1.9M reactions from patents (1976-2016). Predict the reactants needed to synthesize the given product. (1) Given the product [OH:1][C:2]1[CH:3]=[CH:4][C:5]2[N:9]=[C:8]([C:10]([N:25]3[CH2:24][CH2:23][CH:22]([CH2:15][C:16]4[CH:17]=[CH:18][C:19]([CH3:28])=[CH:20][CH:21]=4)[CH2:27][CH2:26]3)=[O:12])[NH:7][C:6]=2[CH:13]=1, predict the reactants needed to synthesize it. The reactants are: [OH:1][C:2]1[CH:3]=[CH:4][C:5]2[N:9]=[C:8]([C:10]([OH:12])=O)[NH:7][C:6]=2[CH:13]=1.C[CH:15]([CH:22]1[CH2:27][CH2:26][NH:25][CH2:24][CH2:23]1)[C:16]1[CH:21]=[CH:20][CH:19]=[CH:18][CH:17]=1.[CH:28](OC(C)C)(C)C. (2) Given the product [CH3:5][C:6]1[C:81]2[CH:77]=[CH:78][S:79][C:80]=2[C:85]([N:86]2[C:90]([NH2:91])=[N:89][C:88]([NH:92][C:93]3[CH:94]=[CH:95][C:96]([N:99]4[CH2:104][CH2:103][N:102]([CH:105]5[CH2:110][CH:109]6[CH2:111][CH:106]5[CH2:107][CH2:108]6)[CH2:101][CH2:100]4)=[CH:97][CH:98]=3)=[N:87]2)=[N:84][N:7]=1, predict the reactants needed to synthesize it. The reactants are: CC1[C:6]2[N:7]=CN=C(N3C(N)=NC(C4C=CC(N5CCN(C6CC7CC6CC7)CC5)=C(C)C=4)(N)N3)[C:5]=2SC=1.CC1C2N=C(Cl)N=C(N3C(N)=NC(NC4C=CC(N5CCN(C6CC7CC6CC7)CC5)=CC=4C)=N3)C=2SC=1.C[C:77]1[C:81]2N=C[N:84]=[C:85]([N:86]3[C:90]([NH2:91])=[N:89][C:88]([NH:92][C:93]4[CH:98]=[CH:97][C:96]([N:99]5[CH2:104][CH2:103][N:102]([C@H:105]6[CH2:110][C@H:109]7[CH2:111][C@@H:106]6[CH2:107][CH2:108]7)[CH2:101][CH2:100]5)=[C:95](F)[CH:94]=4)=[N:87]3)[C:80]=2[S:79][CH:78]=1. (3) Given the product [CH3:1][O:2][C:3]1[C:7]2[C:8](=[O:25])[N:9]([CH2:16][C:17](=[O:24])[C:18]3[CH:23]=[CH:22][CH:21]=[CH:20][CH:19]=3)[C:10]3[CH:11]=[CH:12][CH:13]=[CH:14][C:15]=3[C:6]=2[N:5]([CH3:26])[C:4]=1[C:27]([NH:29][CH:30]1[CH2:31][CH2:32][N:33]([C:37]2[CH:42]=[CH:41][CH:40]=[CH:39][N:38]=2)[CH2:34][CH2:35]1)=[O:28], predict the reactants needed to synthesize it. The reactants are: [CH3:1][O:2][C:3]1[C:7]2[C:8](=[O:25])[N:9]([CH2:16][C:17](=[O:24])[C:18]3[CH:23]=[CH:22][CH:21]=[CH:20][CH:19]=3)[C:10]3[CH:11]=[CH:12][CH:13]=[CH:14][C:15]=3[C:6]=2[N:5]([CH3:26])[C:4]=1[C:27]([NH:29][CH:30]1[CH2:35][CH2:34][NH:33][CH2:32][CH2:31]1)=[O:28].I[C:37]1[CH:42]=[CH:41][CH:40]=[CH:39][N:38]=1.C(=O)([O-])[O-].[K+].[K+].BrC1C=CC=CN=1.C(N(CC)CC)C. (4) Given the product [Cl:37][C:21]1[CH:22]=[C:23]([CH:26]([OH:36])/[CH:27]=[CH:28]/[C:29]2[CH:34]=[CH:33][CH:32]=[C:31]([OH:35])[CH:30]=2)[CH:24]=[CH:25][C:20]=1[C:19]([NH:18]/[C:6](=[CH:7]\[C:8]1[CH:9]=[N:10][C:11]2[C:16]([CH:17]=1)=[CH:15][CH:14]=[CH:13][CH:12]=2)/[C:5]([OH:39])=[O:4])=[O:38], predict the reactants needed to synthesize it. The reactants are: [OH-].[Na+].C[O:4][C:5](=[O:39])/[C:6](/[NH:18][C:19](=[O:38])[C:20]1[CH:25]=[CH:24][C:23]([CH:26]([OH:36])/[CH:27]=[CH:28]/[C:29]2[CH:34]=[CH:33][CH:32]=[C:31]([OH:35])[CH:30]=2)=[CH:22][C:21]=1[Cl:37])=[CH:7]/[C:8]1[CH:9]=[N:10][C:11]2[C:16]([CH:17]=1)=[CH:15][CH:14]=[CH:13][CH:12]=2.Cl. (5) The reactants are: [OH:1][CH:2]([CH2:7][CH2:8][C:9]1[CH:14]=[CH:13][C:12](I)=[CH:11][CH:10]=1)[CH2:3][C:4]([OH:6])=[O:5].C(=O)([O-])[O-].[Cs+].[Cs+].[N+:22]([C:25]1[CH:26]=[C:27](B(O)O)[CH:28]=[CH:29][CH:30]=1)([O-:24])=[O:23]. Given the product [OH:1][CH:2]([CH2:7][CH2:8][C:9]1[CH:14]=[CH:13][C:12]([C:29]2[CH:28]=[CH:27][CH:26]=[C:25]([N+:22]([O-:24])=[O:23])[CH:30]=2)=[CH:11][CH:10]=1)[CH2:3][C:4]([OH:6])=[O:5], predict the reactants needed to synthesize it. (6) Given the product [CH3:11][C:8]1[CH:9]=[C:10]2[C:5](=[CH:6][CH:7]=1)[NH:4][CH:3]=[C:2]2[CH2:13][CH:14]([OH:16])[CH3:15], predict the reactants needed to synthesize it. The reactants are: O[C:2]1([CH2:13][C:14](=[O:16])[CH3:15])[C:10]2[C:5](=[CH:6][CH:7]=[C:8]([CH3:11])[CH:9]=2)[NH:4][C:3]1=O.C(OCC)(=O)C.O. (7) Given the product [CH2:1]([O:3][C:4]([C:6]1[N:7]([CH3:23])[C:8]2[C:13]([C:14]=1[NH:15][C:16]1[CH:21]=[CH:20][N:19]=[CH:18][CH:17]=1)=[CH:12][C:11]([F:22])=[CH:10][CH:9]=2)=[O:5])[CH3:2], predict the reactants needed to synthesize it. The reactants are: [CH2:1]([O:3][C:4]([C:6]1[NH:7][C:8]2[C:13]([C:14]=1[NH:15][C:16]1[CH:21]=[CH:20][N:19]=[CH:18][CH:17]=1)=[CH:12][C:11]([F:22])=[CH:10][CH:9]=2)=[O:5])[CH3:2].[CH3:23]C(C)([O-])C.[K+].O1CCCC1.IC.[Cl-].[NH4+]. (8) Given the product [CH3:20][C:2]1([CH3:1])[CH2:18][N:7]2[C:8]3[CH:9]=[C:10]([C:15]([NH:39][C:36]4[CH:35]=[C:34]([CH3:33])[O:38][N:37]=4)=[O:17])[CH:11]=[CH:12][C:13]=3[CH:14]=[C:6]2[C:5](=[O:19])[NH:4][CH2:3]1, predict the reactants needed to synthesize it. The reactants are: [CH3:1][C:2]1([CH3:20])[CH2:18][N:7]2[C:8]3[CH:9]=[C:10]([C:15]([OH:17])=O)[CH:11]=[CH:12][C:13]=3[CH:14]=[C:6]2[C:5](=[O:19])[NH:4][CH2:3]1.C(N1C=CN=C1)(N1C=CN=C1)=O.[CH3:33][C:34]1[O:38][N:37]=[C:36]([NH2:39])[CH:35]=1.N1(C2CCCCCCCCCC2)CCCN=CCCCCC1. (9) Given the product [F:16][C:17]([F:26])([F:27])[O:18][C:19]1[CH:24]=[C:23]([CH:22]=[CH:21][CH:20]=1)[CH2:4][C:5]1[CH:15]=[CH:14][C:8]([C:9]([O:11][CH2:12][CH3:13])=[O:10])=[CH:7][CH:6]=1, predict the reactants needed to synthesize it. The reactants are: [Cl-].[Li+].Br[CH2:4][C:5]1[CH:15]=[CH:14][C:8]([C:9]([O:11][CH2:12][CH3:13])=[O:10])=[CH:7][CH:6]=1.[F:16][C:17]([F:27])([F:26])[O:18][C:19]1[CH:20]=[C:21](Br)[CH:22]=[CH:23][CH:24]=1.CC(C1C=CC=C(C(C)C)C=1N1[C-]=[N+](C2C(C(C)C)=CC=CC=2C(C)C)CC1)C.[Cl-].[NH4+]. (10) Given the product [CH2:18]([O:17][C:15]([N:11]1[CH2:12][CH2:13][CH2:14][CH:8]([N:5]2[CH2:4][CH2:3][C:2]([F:1])([C:20]([OH:22])=[O:21])[CH2:7][CH2:6]2)[CH2:9][CH2:10]1)=[O:16])[CH3:19], predict the reactants needed to synthesize it. The reactants are: [F:1][C:2]1([C:20]([O:22]CC)=[O:21])[CH2:7][CH2:6][N:5]([CH:8]2[CH2:14][CH2:13][CH2:12][N:11]([C:15]([O:17][CH2:18][CH3:19])=[O:16])[CH2:10][CH2:9]2)[CH2:4][CH2:3]1.[Li+].[OH-].Cl.